The task is: Predict the product of the given reaction.. This data is from Forward reaction prediction with 1.9M reactions from USPTO patents (1976-2016). Given the reactants [CH3:1][C:2]1[O:6][C:5]([C:7]2[CH:12]=[CH:11][N:10]=[C:9]([NH:13]C(=O)OC(C)(C)C)[CH:8]=2)=[N:4][N:3]=1, predict the reaction product. The product is: [CH3:1][C:2]1[O:6][C:5]([C:7]2[CH:12]=[CH:11][N:10]=[C:9]([NH2:13])[CH:8]=2)=[N:4][N:3]=1.